This data is from Reaction yield outcomes from USPTO patents with 853,638 reactions. The task is: Predict the reaction yield, written as a fraction of the theoretical maximum amount of product (1.0 means a 100% yield; for example, 0.34 means a 34% yield). (1) The reactants are [CH3:1][N:2]1[C:10]2[C:5](=[CH:6][CH:7]=[CH:8][C:9]=2[O:11][C:12]2[CH:17]=[CH:16][N:15]=[CH:14][CH:13]=2)[CH:4]=[C:3]1[C:18]([OH:20])=O.CN(C(ON1N=NC2[CH:32]=[CH:33][CH:34]=NC1=2)=[N+](C)C)C.F[P-](F)(F)(F)(F)F.[NH2:45][C:46]1[C:47](=[O:52])[NH:48][CH:49]=[CH:50][CH:51]=1.[CH:53](N(CC)C(C)C)(C)C.C([O-])(O)=O.[Na+]. The catalyst is CN(C=O)C. The product is [C:33]([C:50]1[CH:51]=[C:46]([NH:45][C:18]([C:3]2[N:2]([CH3:1])[C:10]3[C:5]([CH:4]=2)=[CH:6][CH:7]=[CH:8][C:9]=3[O:11][C:12]2[CH:13]=[CH:14][N:15]=[CH:16][CH:17]=2)=[O:20])[C:47](=[O:52])[NH:48][CH:49]=1)([CH3:32])([CH3:34])[CH3:53]. The yield is 0.730. (2) The reactants are [N:1]1[CH:6]=[CH:5][CH:4]=[CH:3][N:2]=1.CC1CCCN(C)C1(C)C.[Li].[O:18]1[C:22]2([CH2:27][CH2:26][C:25](=[O:28])[CH2:24][CH2:23]2)[O:21][CH2:20][CH2:19]1. The catalyst is C1COCC1. The product is [N:1]1[CH:6]=[CH:5][CH:4]=[C:3]([C:25]2([OH:28])[CH2:26][CH2:27][C:22]3([O:21][CH2:20][CH2:19][O:18]3)[CH2:23][CH2:24]2)[N:2]=1. The yield is 0.440. (3) The catalyst is [NH4+].[Cl-]. The product is [CH3:16][O:17][C:18](=[O:27])[CH2:19][CH2:20][C:21]1[C:22](=[O:26])[N:23]([CH3:11])[CH2:24][CH:25]=1. The reactants are C[Si]([N-][Si](C)(C)C)(C)C.[Na+].[CH2:11]1COCC1.[CH3:16][O:17][C:18](=[O:27])[CH2:19][CH2:20][C:21]1[C:22](=[O:26])[NH:23][CH2:24][CH:25]=1.S(OC)(OC)(=O)=O. The yield is 0.330. (4) The reactants are C([O:3][C:4](=[O:18])[C:5]1[CH:10]=[CH:9][C:8]([NH:11][C:12]2[CH:17]=[CH:16][CH:15]=[CH:14][CH:13]=2)=[N:7][CH:6]=1)C.CO.O.O[Li].O. The catalyst is C1COCC1. The product is [C:12]1([NH:11][C:8]2[CH:9]=[CH:10][C:5]([C:4]([OH:18])=[O:3])=[CH:6][N:7]=2)[CH:13]=[CH:14][CH:15]=[CH:16][CH:17]=1. The yield is 0.850. (5) The reactants are [C:1]([O:5][C:6]([NH:8][S:9](N1C=CC(=[N+](C)C)C=C1)(=[O:11])=[O:10])=[O:7])([CH3:4])([CH3:3])[CH3:2].[NH2:21][CH2:22][C:23]1[CH:28]=[CH:27][C:26]([CH:29]([CH3:35])[C:30]([O:32][CH2:33][CH3:34])=[O:31])=[CH:25][CH:24]=1. The catalyst is ClCCl.O. The product is [C:1]([O:5][C:6]([NH:8][S:9]([NH:21][CH2:22][C:23]1[CH:24]=[CH:25][C:26]([CH:29]([CH3:35])[C:30]([O:32][CH2:33][CH3:34])=[O:31])=[CH:27][CH:28]=1)(=[O:11])=[O:10])=[O:7])([CH3:4])([CH3:2])[CH3:3]. The yield is 0.510. (6) The reactants are [C:1]([O:5][C:6](=[O:22])[NH:7][CH2:8][CH2:9][C:10]1[C:18]2[C:13](=[CH:14][C:15]([N+:19]([O-])=O)=[CH:16][CH:17]=2)[NH:12][CH:11]=1)([CH3:4])([CH3:3])[CH3:2]. The catalyst is CCO.[Ni]. The product is [C:1]([O:5][C:6](=[O:22])[NH:7][CH2:8][CH2:9][C:10]1[C:18]2[C:13](=[CH:14][C:15]([NH2:19])=[CH:16][CH:17]=2)[NH:12][CH:11]=1)([CH3:4])([CH3:2])[CH3:3]. The yield is 0.670. (7) The reactants are [CH3:1][C:2]1([CH3:10])[O:6][C@:5]([CH3:9])([CH:7]=O)[CH2:4][O:3]1.Cl.[NH2:12][OH:13].C([O-])([O-])=O.[Na+].[Na+]. The catalyst is O.CO. The product is [CH3:1][C:2]1([CH3:10])[O:6][C@:5]([CH3:9])([CH:7]=[N:12][OH:13])[CH2:4][O:3]1. The yield is 0.750. (8) The reactants are [CH2:1]([O:8][C:9]1[CH:17]=[C:16]([O:18][CH2:19][C:20]2[CH:25]=[CH:24][CH:23]=[CH:22][CH:21]=2)[C:15]([C:26]([CH3:28])=[CH2:27])=[CH:14][C:10]=1[C:11](O)=[O:12])[C:2]1[CH:7]=[CH:6][CH:5]=[CH:4][CH:3]=1.Cl.C(N=C=N)C.ON1C2C=CC=CC=2N=N1.Cl.Cl.[CH2:47]1[C:55]2[C:50](=[CH:51][C:52]([C:56]3([OH:63])[CH2:61][CH2:60][N:59]([CH3:62])[CH2:58][CH2:57]3)=[CH:53][CH:54]=2)[CH2:49][NH:48]1.C(N(CC)CC)C. The catalyst is CN(C=O)C. The product is [CH2:1]([O:8][C:9]1[CH:17]=[C:16]([O:18][CH2:19][C:20]2[CH:21]=[CH:22][CH:23]=[CH:24][CH:25]=2)[C:15]([C:26]([CH3:28])=[CH2:27])=[CH:14][C:10]=1[C:11]([N:48]1[CH2:49][C:50]2[C:55](=[CH:54][CH:53]=[C:52]([C:56]3([OH:63])[CH2:61][CH2:60][N:59]([CH3:62])[CH2:58][CH2:57]3)[CH:51]=2)[CH2:47]1)=[O:12])[C:2]1[CH:3]=[CH:4][CH:5]=[CH:6][CH:7]=1. The yield is 0.690.